Predict the product of the given reaction. From a dataset of Forward reaction prediction with 1.9M reactions from USPTO patents (1976-2016). (1) Given the reactants COC[O:4][C:5]1[CH:10]=[CH:9][CH:8]=[CH:7][C:6]=1[CH2:11][CH2:12][CH2:13][CH2:14][N:15]1[CH2:19][CH2:18][CH:17]([S:20]([C:23]2[CH:28]=[CH:27][C:26]([OH:29])=[CH:25][CH:24]=2)(=[O:22])=[O:21])[CH2:16]1.Cl.CCOCC, predict the reaction product. The product is: [OH:4][C:5]1[CH:10]=[CH:9][CH:8]=[CH:7][C:6]=1[CH2:11][CH2:12][CH2:13][CH2:14][N:15]1[CH2:19][CH2:18][CH:17]([S:20]([C:23]2[CH:28]=[CH:27][C:26]([OH:29])=[CH:25][CH:24]=2)(=[O:22])=[O:21])[CH2:16]1. (2) Given the reactants C([O:3][C:4](=[O:19])[C:5]1[CH:10]=[C:9]([O:11][CH:12]([CH3:14])[CH3:13])[CH:8]=[C:7]([O:15][CH:16]([CH3:18])[CH3:17])[CH:6]=1)C.[OH-].[Li+].C1COCC1.Cl, predict the reaction product. The product is: [CH:16]([O:15][C:7]1[CH:6]=[C:5]([CH:10]=[C:9]([O:11][CH:12]([CH3:14])[CH3:13])[CH:8]=1)[C:4]([OH:19])=[O:3])([CH3:18])[CH3:17].